Dataset: Forward reaction prediction with 1.9M reactions from USPTO patents (1976-2016). Task: Predict the product of the given reaction. (1) Given the reactants Br[C:2]1[CH:7]=[C:6]([O:8][C:9]2[CH:10]=[C:11]([CH:23]=[CH:24][CH:25]=2)[C:12]([NH:14][C:15]2[CH:20]=[C:19]([CH3:21])[CH:18]=[CH:17][C:16]=2[F:22])=[O:13])[CH:5]=[CH:4][N:3]=1.CC1(C)C(C)(C)OB([C:34]2[NH:38][CH:37]=[C:36]([C:39]([O-:41])=[O:40])[CH:35]=2)O1.[CH2:43](Cl)Cl, predict the reaction product. The product is: [CH3:43][O:41][C:39]([C:36]1[CH:35]=[C:34]([C:2]2[CH:7]=[C:6]([O:8][C:9]3[CH:25]=[CH:24][CH:23]=[C:11]([C:12](=[O:13])[NH:14][C:15]4[CH:20]=[C:19]([CH3:21])[CH:18]=[CH:17][C:16]=4[F:22])[CH:10]=3)[CH:5]=[CH:4][N:3]=2)[NH:38][CH:37]=1)=[O:40]. (2) Given the reactants [NH2:1][C:2]1[N:7]2[N:8]=[CH:9][C:10]([C:11]3[CH:12]=[N:13][C:14]([C:17]4[CH:22]=[CH:21][CH:20]=[CH:19][CH:18]=4)=[CH:15][CH:16]=3)=[C:6]2[N:5]=[C:4]([N:23]2[CH2:29][CH:28]3[NH:30][CH:25]([CH2:26][CH2:27]3)[CH2:24]2)[C:3]=1[C:31](=[O:33])[CH3:32].[N:34]1[N:35]=[C:36]([C:39](O)=[O:40])[NH:37][CH:38]=1.CCN=C=NCCCN(C)C.C1C=CC2N(O)N=NC=2C=1.CCN(C(C)C)C(C)C, predict the reaction product. The product is: [N:34]1[N:35]=[C:36]([C:39]([N:30]2[CH:28]3[CH2:27][CH2:26][CH:25]2[CH2:24][N:23]([C:4]2[C:3]([C:31](=[O:33])[CH3:32])=[C:2]([NH2:1])[N:7]4[N:8]=[CH:9][C:10]([C:11]5[CH:12]=[N:13][C:14]([C:17]6[CH:18]=[CH:19][CH:20]=[CH:21][CH:22]=6)=[CH:15][CH:16]=5)=[C:6]4[N:5]=2)[CH2:29]3)=[O:40])[NH:37][CH:38]=1. (3) Given the reactants [CH3:1][C:2]1([CH3:15])[O:6][C@@H:5]([CH2:7][C:8]2([S:11]([O-])(=[O:13])=[O:12])[CH2:10][CH2:9]2)[CH2:4][O:3]1.[Na+].P(Cl)(Cl)([Cl:19])=O, predict the reaction product. The product is: [CH3:1][C:2]1([CH3:15])[O:6][C@@H:5]([CH2:7][C:8]2([S:11]([Cl:19])(=[O:13])=[O:12])[CH2:10][CH2:9]2)[CH2:4][O:3]1.